From a dataset of Catalyst prediction with 721,799 reactions and 888 catalyst types from USPTO. Predict which catalyst facilitates the given reaction. (1) Reactant: [CH3:1][O:2][CH2:3][O:4][C:5]1[CH:6]=[C:7]([CH:20]=[CH:21][C:22]=1[CH:23]([O:26][CH3:27])[O:24][CH3:25])[C:8]([NH:10][C:11]([CH3:19])([C:13]1[CH:18]=[CH:17][CH:16]=[CH:15][CH:14]=1)[CH3:12])=[O:9].CN(CCN(C)C)C.CN([CH:39]=[O:40])C. Product: [CH3:1][O:2][CH2:3][O:4][C:5]1[C:22]([CH:23]([O:26][CH3:27])[O:24][CH3:25])=[CH:21][CH:20]=[C:7]2[C:6]=1[CH:39]([OH:40])[N:10]([C:11]([CH3:19])([C:13]1[CH:18]=[CH:17][CH:16]=[CH:15][CH:14]=1)[CH3:12])[C:8]2=[O:9]. The catalyst class is: 1. (2) Reactant: [Cl:1][C:2]1[CH:11]=[CH:10][CH:9]=[C:8]2[C:3]=1[C:4](=[O:21])[N:5]([C:14]1[CH:19]=[CH:18][CH:17]=[CH:16][C:15]=1[F:20])[C:6]([CH2:12]Cl)=[N:7]2.O.[SH:23][C:24]1[N:32]=[CH:31][N:30]=[C:29]2[C:25]=1[NH:26][CH:27]=[N:28]2.C([O-])([O-])=O.[K+].[K+]. Product: [Cl:1][C:2]1[CH:11]=[CH:10][CH:9]=[C:8]2[C:3]=1[C:4](=[O:21])[N:5]([C:14]1[CH:19]=[CH:18][CH:17]=[CH:16][C:15]=1[F:20])[C:6]([CH2:12][S:23][C:24]1[N:32]=[CH:31][N:30]=[C:29]3[C:25]=1[N:26]=[CH:27][NH:28]3)=[N:7]2. The catalyst class is: 3.